Dataset: Peptide-MHC class I binding affinity with 185,985 pairs from IEDB/IMGT. Task: Regression. Given a peptide amino acid sequence and an MHC pseudo amino acid sequence, predict their binding affinity value. This is MHC class I binding data. (1) The peptide sequence is IVNTTYDFLA. The MHC is HLA-A02:01 with pseudo-sequence HLA-A02:01. The binding affinity (normalized) is 0.281. (2) The peptide sequence is WIPKRNRSI. The MHC is HLA-A02:01 with pseudo-sequence HLA-A02:01. The binding affinity (normalized) is 0.0847. (3) The peptide sequence is KRGIDKAAK. The MHC is HLA-B27:05 with pseudo-sequence HLA-B27:05. The binding affinity (normalized) is 0.351. (4) The peptide sequence is VVLQQHSIAY. The MHC is HLA-A11:01 with pseudo-sequence HLA-A11:01. The binding affinity (normalized) is 0.316. (5) The binding affinity (normalized) is 0.257. The peptide sequence is LPPKSSIDAF. The MHC is HLA-B07:02 with pseudo-sequence HLA-B07:02. (6) The binding affinity (normalized) is 1.00. The peptide sequence is FANYKFTLV. The MHC is HLA-A02:03 with pseudo-sequence HLA-A02:03.